This data is from Full USPTO retrosynthesis dataset with 1.9M reactions from patents (1976-2016). The task is: Predict the reactants needed to synthesize the given product. (1) Given the product [CH3:17][C:7]1[CH:6]=[C:5]([C:3]([OH:4])=[O:2])[CH:10]=[CH:9][C:8]=1[C:11]1[CH:16]=[CH:15][CH:14]=[CH:13][CH:12]=1, predict the reactants needed to synthesize it. The reactants are: C[O:2][C:3]([C:5]1[CH:10]=[CH:9][C:8]([C:11]2[CH:16]=[CH:15][CH:14]=[CH:13][CH:12]=2)=[C:7]([CH3:17])[CH:6]=1)=[O:4].[OH-].[Na+]. (2) Given the product [NH2:29][CH:24]1[CH2:25][CH2:26][CH2:27][CH2:28][N:22]([C:2]2[N:10]([CH2:11][C:12]3[CH:17]=[CH:16][CH:15]=[CH:14][C:13]=3[Br:18])[C:9]3[C:8](=[O:19])[NH:7][C:6](=[O:20])[N:5]([CH3:21])[C:4]=3[N:3]=2)[CH2:23]1, predict the reactants needed to synthesize it. The reactants are: Br[C:2]1[N:10]([CH2:11][C:12]2[CH:17]=[CH:16][CH:15]=[CH:14][C:13]=2[Br:18])[C:9]2[C:8](=[O:19])[NH:7][C:6](=[O:20])[N:5]([CH3:21])[C:4]=2[N:3]=1.[NH:22]1[CH2:28][CH2:27][CH2:26][CH2:25][CH:24]([NH2:29])[CH2:23]1.C(N(CC)CC)C.O. (3) The reactants are: [CH2:1]([O:8][C:9]([N:11]1[CH2:16][CH2:15][CH:14]([N:17]2[C:25]3[C:20](=[CH:21][C:22]([C:27]([OH:29])=O)=[C:23]([F:26])[CH:24]=3)[CH2:19][C:18]2=[O:30])[CH2:13][CH2:12]1)=[O:10])[C:2]1[CH:7]=[CH:6][CH:5]=[CH:4][CH:3]=1.O.O[N:33]1[C:37]2C=CC=CC=2N=N1.Cl.CN(C)CCCN=C=NCC.CN.O1CCCC1. Given the product [F:26][C:23]1[CH:24]=[C:25]2[C:20]([CH2:19][C:18](=[O:30])[N:17]2[CH:14]2[CH2:13][CH2:12][N:11]([C:9]([O:8][CH2:1][C:2]3[CH:7]=[CH:6][CH:5]=[CH:4][CH:3]=3)=[O:10])[CH2:16][CH2:15]2)=[CH:21][C:22]=1[C:27]([NH:33][CH3:37])=[O:29], predict the reactants needed to synthesize it. (4) Given the product [CH:23]1[C:32]2[C:27](=[CH:28][CH:29]=[CH:30][CH:31]=2)[CH:26]=[CH:25][C:24]=1[S:33]([C:36]1(/[CH:39]=[CH:40]/[C:41]([NH:61][C@H:57]2[C:58]3[C:53](=[CH:52][C:51]([CH2:50][N:44]4[CH2:49][CH2:48][CH2:47][CH2:46][CH2:45]4)=[CH:60][CH:59]=3)[CH2:54][CH2:55][CH2:56]2)=[O:42])[CH2:38][CH2:37]1)(=[O:35])=[O:34], predict the reactants needed to synthesize it. The reactants are: Cl.CN(C)CCCN=C=NCC.ON1C2C=CC=CC=2N=N1.[CH:23]1[C:32]2[C:27](=[CH:28][CH:29]=[CH:30][CH:31]=2)[CH:26]=[CH:25][C:24]=1[S:33]([C:36]1(/[CH:39]=[CH:40]/[C:41](O)=[O:42])[CH2:38][CH2:37]1)(=[O:35])=[O:34].[N:44]1([CH2:50][C:51]2[CH:52]=[C:53]3[C:58](=[CH:59][CH:60]=2)[C@H:57]([NH2:61])[CH2:56][CH2:55][CH2:54]3)[CH2:49][CH2:48][CH2:47][CH2:46][CH2:45]1. (5) Given the product [CH3:20][O:19][C:15]1[CH:14]=[C:13]2[C:18]([C:10]([CH2:9][C:7]3[N:8]=[C:3]([CH2:2][C:27]#[N:28])[CH:4]=[CH:5][CH:6]=3)=[C:11]([C:21]3[CH:22]=[CH:23][CH:24]=[CH:25][CH:26]=3)[NH:12]2)=[CH:17][CH:16]=1, predict the reactants needed to synthesize it. The reactants are: Br[CH2:2][C:3]1[N:8]=[C:7]([CH2:9][C:10]2[C:18]3[C:13](=[CH:14][C:15]([O:19][CH3:20])=[CH:16][CH:17]=3)[NH:12][C:11]=2[C:21]2[CH:26]=[CH:25][CH:24]=[CH:23][CH:22]=2)[CH:6]=[CH:5][CH:4]=1.[C-:27]#[N:28].[K+]. (6) Given the product [CH3:1][S:2][CH2:3][CH2:4][O:5][CH2:9][C:10]([OH:12])=[O:11], predict the reactants needed to synthesize it. The reactants are: [CH3:1][S:2][CH2:3][CH2:4][OH:5].[H-].[Na+].Cl[CH2:9][C:10]([OH:12])=[O:11].Cl.[Cl-].[Na+]. (7) Given the product [Cl:27][C:14]1[CH:13]=[C:12]([CH2:11][CH2:10][C:9]([NH:8][C:5]2[CH:6]=[CH:7][C:2]([Cl:1])=[C:3]([C:20]([F:21])([F:22])[F:23])[CH:4]=2)=[O:19])[CH:17]=[CH:16][C:15]=1[OH:18], predict the reactants needed to synthesize it. The reactants are: [Cl:1][C:2]1[CH:7]=[CH:6][C:5]([NH:8][C:9](=[O:19])[CH2:10][CH2:11][C:12]2[CH:17]=[CH:16][C:15]([OH:18])=[CH:14][CH:13]=2)=[CH:4][C:3]=1[C:20]([F:23])([F:22])[F:21].S(Cl)([Cl:27])(=O)=O. (8) The reactants are: [CH3:1][N:2]1[CH:6]=[CH:5][N:4]=[C:3]1[CH2:7][N:8]([CH2:16][C:17]1[CH:25]=[CH:24][C:20]([C:21]([OH:23])=O)=[CH:19][CH:18]=1)[CH2:9][C:10]1[N:11]([CH3:15])[CH:12]=[CH:13][N:14]=1.C1CCC(N=[C:33]=[N:34][CH:35]2[CH2:40][CH2:39]CCC2)CC1.C1[CH:42]=[CH:43][C:44]2N(O)N=[N:47][C:45]=2C=1.[C:51](OC(=O)NCCCCN)(C)(C)[CH3:52]. Given the product [CH3:1][N:2]1[CH:6]=[CH:5][N:4]=[C:3]1[CH2:7][N:8]([CH2:16][C:17]1[CH:25]=[CH:24][C:20]([C:21]([NH:47][CH2:45][CH2:44][CH2:43][CH2:42][N:34]([CH2:33][CH2:51][CH3:52])[CH2:35][CH2:40][CH3:39])=[O:23])=[CH:19][CH:18]=1)[CH2:9][C:10]1[N:11]([CH3:15])[CH:12]=[CH:13][N:14]=1, predict the reactants needed to synthesize it. (9) Given the product [CH2:2]([O:9][C:10]1[CH:19]=[CH:18][CH:17]=[C:16]2[C:11]=1[CH2:12][CH2:13][CH2:14][CH:15]2[C:20]([N:22]([C:29]1[CH:30]=[N:31][C:32]([CH:35]([CH3:37])[CH3:36])=[CH:33][CH:34]=1)[CH2:23][C:24]1[CH:25]=[N:26][N:27]([CH2:39][C:40]2[CH:41]=[CH:42][CH:43]=[C:44]([N:46]3[CH2:47][CH2:48][O:49][CH2:50][CH2:51]3)[N:45]=2)[CH:28]=1)=[O:21])[C:3]1[CH:8]=[CH:7][CH:6]=[CH:5][CH:4]=1, predict the reactants needed to synthesize it. The reactants are: Cl.[CH2:2]([O:9][C:10]1[CH:19]=[CH:18][CH:17]=[C:16]2[C:11]=1[CH2:12][CH2:13][CH2:14][CH:15]2[C:20]([N:22]([C:29]1[CH:30]=[N:31][C:32]([CH:35]([CH3:37])[CH3:36])=[CH:33][CH:34]=1)[CH2:23][C:24]1[CH:25]=[N:26][NH:27][CH:28]=1)=[O:21])[C:3]1[CH:8]=[CH:7][CH:6]=[CH:5][CH:4]=1.Cl[CH2:39][C:40]1[N:45]=[C:44]([N:46]2[CH2:51][CH2:50][O:49][CH2:48][CH2:47]2)[CH:43]=[CH:42][CH:41]=1. (10) Given the product [Cl:1][C:2]1[CH:7]=[CH:6][C:5]([NH:8][C:9]([CH:11]2[CH2:16][N:15]([C:17](=[O:29])[C:18]3[CH:23]=[CH:22][CH:21]=[C:20]([C:24]4[O:25][CH:26]=[CH:27][CH:28]=4)[CH:19]=3)[CH2:14][CH2:13][N:12]2[C:30](=[O:33])[CH2:31][CH3:32])=[O:10])=[CH:4][CH:3]=1, predict the reactants needed to synthesize it. The reactants are: [Cl:1][C:2]1[CH:7]=[CH:6][C:5]([NH:8][C:9]([CH:11]2[CH2:16][N:15]([C:17](=[O:29])[C:18]3[CH:23]=[CH:22][CH:21]=[C:20]([C:24]4[O:25][CH:26]=[CH:27][CH:28]=4)[CH:19]=3)[CH2:14][CH2:13][NH:12]2)=[O:10])=[CH:4][CH:3]=1.[C:30](O)(=[O:33])[CH2:31][CH3:32].Cl.CN(C)CCCN=C=NCC.C(N(CC)C(C)C)(C)C.